Regression. Given two drug SMILES strings and cell line genomic features, predict the synergy score measuring deviation from expected non-interaction effect. From a dataset of NCI-60 drug combinations with 297,098 pairs across 59 cell lines. (1) Drug 1: CC12CCC(CC1=CCC3C2CCC4(C3CC=C4C5=CN=CC=C5)C)O. Drug 2: CC1CCCC2(C(O2)CC(NC(=O)CC(C(C(=O)C(C1O)C)(C)C)O)C(=CC3=CSC(=N3)C)C)C. Cell line: RXF 393. Synergy scores: CSS=12.0, Synergy_ZIP=-3.71, Synergy_Bliss=-2.03, Synergy_Loewe=-1.43, Synergy_HSA=-1.14. (2) Drug 1: CCC1=CC2CC(C3=C(CN(C2)C1)C4=CC=CC=C4N3)(C5=C(C=C6C(=C5)C78CCN9C7C(C=CC9)(C(C(C8N6C)(C(=O)OC)O)OC(=O)C)CC)OC)C(=O)OC.C(C(C(=O)O)O)(C(=O)O)O. Drug 2: CCC(=C(C1=CC=CC=C1)C2=CC=C(C=C2)OCCN(C)C)C3=CC=CC=C3.C(C(=O)O)C(CC(=O)O)(C(=O)O)O. Cell line: SW-620. Synergy scores: CSS=61.7, Synergy_ZIP=12.9, Synergy_Bliss=14.1, Synergy_Loewe=-19.5, Synergy_HSA=11.7. (3) Drug 1: C1CN(CCN1C(=O)CCBr)C(=O)CCBr. Drug 2: C(CN)CNCCSP(=O)(O)O. Cell line: SF-295. Synergy scores: CSS=28.9, Synergy_ZIP=-4.08, Synergy_Bliss=-0.402, Synergy_Loewe=-20.7, Synergy_HSA=0.418. (4) Drug 1: CC1=C2C(C(=O)C3(C(CC4C(C3C(C(C2(C)C)(CC1OC(=O)C(C(C5=CC=CC=C5)NC(=O)C6=CC=CC=C6)O)O)OC(=O)C7=CC=CC=C7)(CO4)OC(=O)C)O)C)OC(=O)C. Drug 2: C1CN1C2=NC(=NC(=N2)N3CC3)N4CC4. Cell line: BT-549. Synergy scores: CSS=42.6, Synergy_ZIP=-11.2, Synergy_Bliss=-6.79, Synergy_Loewe=-5.06, Synergy_HSA=-4.54.